From a dataset of Full USPTO retrosynthesis dataset with 1.9M reactions from patents (1976-2016). Predict the reactants needed to synthesize the given product. (1) The reactants are: C([O:8][C:9]1[C:22]2[O:21][CH2:20][CH2:19][N:18]3[C:14](=[C:15]([CH:31]4[CH2:36][CH2:35][CH2:34][CH2:33][CH2:32]4)[C:16]4[CH:26]=[CH:25][C:24]([C:27]([O:29][CH3:30])=[O:28])=[CH:23][C:17]=43)[C:13]=2[CH:12]=[CH:11][CH:10]=1)C1C=CC=CC=1.Br.C(O)(=O)C. Given the product [CH:31]1([C:15]2[C:16]3[CH:26]=[CH:25][C:24]([C:27]([O:29][CH3:30])=[O:28])=[CH:23][C:17]=3[N:18]3[C:14]=2[C:13]2[CH:12]=[CH:11][CH:10]=[C:9]([OH:8])[C:22]=2[O:21][CH2:20][CH2:19]3)[CH2:32][CH2:33][CH2:34][CH2:35][CH2:36]1, predict the reactants needed to synthesize it. (2) Given the product [S:15]1[C:19]2[CH:20]=[CH:21][C:22]([NH:24][C:9]([NH:8][CH2:7][C:6]3[CH:11]=[CH:12][C:3]([C:2]([F:13])([F:14])[F:1])=[CH:4][CH:5]=3)=[O:10])=[CH:23][C:18]=2[CH:17]=[N:16]1, predict the reactants needed to synthesize it. The reactants are: [F:1][C:2]([F:14])([F:13])[C:3]1[CH:12]=[CH:11][C:6]([CH2:7][N:8]=[C:9]=[O:10])=[CH:5][CH:4]=1.[S:15]1[C:19]2[CH:20]=[CH:21][C:22]([NH2:24])=[CH:23][C:18]=2[CH:17]=[N:16]1. (3) Given the product [C:28]([O:31][CH2:32][C:33]1[CH:34]=[CH:35][C:36]([CH2:40][C:41]2[CH:22]=[CH:23][C:24]([CH3:25])=[CH:43][CH:42]=2)=[C:37]([OH:39])[CH:38]=1)(=[O:30])[CH3:29], predict the reactants needed to synthesize it. The reactants are: C(OC=C)(=O)C.[CH3:22][CH2:23][CH2:24][CH2:25][Sn](Cl)(O[Sn](Cl)([CH2:22][CH2:23][CH2:24][CH3:25])[CH2:22][CH2:23][CH2:24][CH3:25])[CH2:22][CH2:23][CH2:24][CH3:25].[C:28]([O:31][CH2:32][C:33]1[CH:34]=[CH:35][C:36]([CH2:40][C:41]2C=CC(OC)=[CH:43][CH:42]=2)=[C:37]([OH:39])[CH:38]=1)(=[O:30])[CH3:29]. (4) The reactants are: [CH2:1]([Li])CCC.[CH3:6][N:7]([CH3:24])[C:8]1[CH:23]=[CH:22][C:11](/[CH:12]=[CH:13]/[C:14]2[CH:21]=[CH:20][C:17]([CH:18]=O)=[CH:16][CH:15]=2)=[CH:10][CH:9]=1. Given the product [CH3:6][N:7]([CH3:24])[C:8]1[CH:23]=[CH:22][C:11](/[CH:12]=[CH:13]/[C:14]2[CH:21]=[CH:20][C:17]([CH:18]=[CH2:1])=[CH:16][CH:15]=2)=[CH:10][CH:9]=1, predict the reactants needed to synthesize it. (5) The reactants are: [CH2:1]([C@H:8]1[N:13]([C:14]([C:16]2[N:17]=[CH:18][N:19]([CH:27]3[CH2:34][CH2:33][CH2:32][CH2:31][C:28]43[O:30][CH2:29]4)[C:20]=2[C:21]2[CH:26]=[CH:25][CH:24]=[CH:23][CH:22]=2)=[O:15])[CH2:12][CH2:11][N:10]([C:35]([O:37][C:38]([CH3:41])([CH3:40])[CH3:39])=[O:36])[CH2:9]1)[C:2]1[CH:7]=[CH:6][CH:5]=[CH:4][CH:3]=1.[CH2:42]([NH2:44])[CH3:43].Cl([O-])(=O)(=O)=O.[Li+]. Given the product [CH2:1]([C@H:8]1[N:13]([C:14]([C:16]2[N:17]=[CH:18][N:19]([CH:27]3[CH2:34][CH2:33][CH2:32][CH2:31][C:28]3([CH2:29][NH:44][CH2:42][CH3:43])[OH:30])[C:20]=2[C:21]2[CH:22]=[CH:23][CH:24]=[CH:25][CH:26]=2)=[O:15])[CH2:12][CH2:11][N:10]([C:35]([O:37][C:38]([CH3:39])([CH3:41])[CH3:40])=[O:36])[CH2:9]1)[C:2]1[CH:3]=[CH:4][CH:5]=[CH:6][CH:7]=1, predict the reactants needed to synthesize it. (6) Given the product [Cl:1][C:2]1[C:3]2[N:4]([C:23]([CH2:24][C:25]([F:28])([F:27])[F:26])=[N:22][N:21]=2)[N:5]=[CH:6][C:7]=1[N:8]1[CH2:13][CH2:12][CH:11]([C:14]2[CH:19]=[CH:18][CH:17]=[CH:16][C:15]=2[Cl:20])[CH2:10][CH2:9]1, predict the reactants needed to synthesize it. The reactants are: [Cl:1][C:2]1[C:7]([N:8]2[CH2:13][CH2:12][CH:11]([C:14]3[CH:19]=[CH:18][CH:17]=[CH:16][C:15]=3[Cl:20])[CH2:10][CH2:9]2)=[CH:6][N:5]=[N:4][C:3]=1[NH:21][NH:22][C:23](=O)[CH2:24][C:25]([F:28])([F:27])[F:26].P(Cl)(Cl)(Cl)=O.